From a dataset of Full USPTO retrosynthesis dataset with 1.9M reactions from patents (1976-2016). Predict the reactants needed to synthesize the given product. (1) Given the product [F:15][C:9]([F:14])([CH2:10][CH2:11][CH2:12][CH3:13])[C:8](=[O:16])/[CH:7]=[CH:26]/[C@@H:25]1[C@@H:20]2[C@@H:21]([O:22][C:18](=[O:17])[CH2:19]2)[CH2:23][C@H:24]1[O:28][CH2:29][C:30]1[CH:35]=[CH:34][CH:33]=[CH:32][CH:31]=1, predict the reactants needed to synthesize it. The reactants are: COP([CH2:7][C:8](=[O:16])[C:9]([F:15])([F:14])[CH2:10][CH2:11][CH2:12][CH3:13])(=O)OC.[O:17]=[C:18]1[O:22][C@H:21]2[CH2:23][C@@H:24]([O:28][CH2:29][C:30]3[CH:35]=[CH:34][CH:33]=[CH:32][CH:31]=3)[C@H:25]([CH:26]=O)[C@H:20]2[CH2:19]1. (2) Given the product [CH3:31][CH2:32][CH2:33][CH2:34][CH2:35][O:36][C:37]1[CH:42]=[CH:41][C:40]([C:43]2[O:47][N:46]=[C:45]([C:48]3[CH:49]=[CH:50][C:51]([C:54]([NH:56][C@@H:57]4[C:88](=[O:89])[NH:87][C@@H:86]([C@H:90]([OH:92])[CH3:91])[C:84](=[O:85])[N:83]5[C@@H:79]([CH2:80][C@@H:81]([OH:93])[CH2:82]5)[C:77](=[O:78])[NH:76][C@@H:75]([C@H:94]([OH:109])[C@@H:95]([OH:108])[C:96]5[CH:97]=[CH:98][C:99]([OH:107])=[C:100]([O:102][S:103]([OH:106])(=[O:105])=[O:104])[CH:101]=5)[C:73](=[O:74])[NH:72][C@@H:71]([C@H:110]([OH:115])[CH2:111][C:112]([NH2:114])=[O:113])[C:69](=[O:70])[N:68]5[C@@H:64]([C@@H:65]([OH:117])[C@@H:66]([CH3:116])[CH2:67]5)[C:62](=[O:63])[NH:61][C@H:60]([OH:118])[C@H:59]([OH:119])[CH2:58]4)=[O:55])=[CH:52][CH:53]=3)[CH:44]=2)=[CH:39][CH:38]=1, predict the reactants needed to synthesize it. The reactants are: C(O)(=O)C.[OH-].[Na+].C(O)[C@H]1O[C@H](O[C@H]2O[C@H](CO)[C@@H](O)[C@H](O)[C@H]2O)[C@H](O)[C@@H](O)[C@@H]1O.[Na].[CH3:31][CH2:32][CH2:33][CH2:34][CH2:35][O:36][C:37]1[CH:38]=[CH:39][C:40]([C:43]2[O:47][N:46]=[C:45]([C:48]3[CH:49]=[CH:50][C:51]([C:54]([NH:56][C@@H:57]4[C:88](=[O:89])[NH:87][C@@H:86]([C@H:90]([OH:92])[CH3:91])[C:84](=[O:85])[N:83]5[C@@H:79]([CH2:80][C@@H:81]([OH:93])[CH2:82]5)[C:77](=[O:78])[NH:76][C@@H:75]([C@H:94]([OH:109])[C@@H:95]([OH:108])[C:96]5[CH:97]=[CH:98][C:99]([OH:107])=[C:100]([O:102][S:103]([OH:106])(=[O:105])=[O:104])[CH:101]=5)[C:73](=[O:74])[NH:72][C@@H:71]([C@H:110]([OH:115])[CH2:111][C:112]([NH2:114])=[O:113])[C:69](=[O:70])[N:68]5[C@@H:64]([C@@H:65]([OH:117])[C@@H:66]([CH3:116])[CH2:67]5)[C:62](=[O:63])[NH:61][C@H:60]([OH:118])[C@H:59]([OH:119])[CH2:58]4)=[O:55])=[CH:52][CH:53]=3)[CH:44]=2)=[CH:41][CH:42]=1.